From a dataset of Full USPTO retrosynthesis dataset with 1.9M reactions from patents (1976-2016). Predict the reactants needed to synthesize the given product. (1) Given the product [CH2:14]([N:7]1[N:6]=[C:5]2[CH:9]=[C:10]([F:11])[C:2]([F:1])=[CH:3][C:4]2=[N:8]1)[CH2:15][CH2:16][CH3:17], predict the reactants needed to synthesize it. The reactants are: [F:1][C:2]1[C:10]([F:11])=[CH:9][C:5]2[NH:6][N:7]=[N:8][C:4]=2[CH:3]=1.[OH-].[K+].[CH2:14](Br)[CH2:15][CH2:16][CH3:17]. (2) Given the product [Br:6][C:7]1[CH:12]=[CH:11][C:10]([C@H:13]([NH:18][S:2]([CH3:1])(=[O:4])=[O:3])[C:14]([F:16])([F:17])[F:15])=[CH:9][CH:8]=1, predict the reactants needed to synthesize it. The reactants are: [CH3:1][S:2](Cl)(=[O:4])=[O:3].[Br:6][C:7]1[CH:12]=[CH:11][C:10]([C@H:13]([NH2:18])[C:14]([F:17])([F:16])[F:15])=[CH:9][CH:8]=1.N1C(C)=CC=CC=1C. (3) The reactants are: [CH3:1][C:2]1[C:10]([C:11]2[S:12][C:13]([C:24]([O:26][CH2:27][CH3:28])=[O:25])=[C:14](OS(C(F)(F)F)(=O)=O)[N:15]=2)=[C:5]2[CH:6]=[CH:7][CH:8]=[CH:9][N:4]2[N:3]=1.[C:29]1(B2OC(C)(C)C(C)(C)O2)[CH2:34][CH2:33][CH2:32][CH2:31][CH:30]=1.C(=O)([O-])[O-].[Cs+].[Cs+].O. Given the product [C:29]1([C:14]2[N:15]=[C:11]([C:10]3[C:2]([CH3:1])=[N:3][N:4]4[CH:9]=[CH:8][CH:7]=[CH:6][C:5]=34)[S:12][C:13]=2[C:24]([O:26][CH2:27][CH3:28])=[O:25])[CH2:34][CH2:33][CH2:32][CH2:31][CH:30]=1, predict the reactants needed to synthesize it. (4) Given the product [C:23]([NH:26][CH:27]([C:6](=[O:7])[NH:8][CH2:9][CH2:10][CH2:11][CH2:12][C:13](=[O:14])[O:15][CH2:16][CH2:17][Si:18]([CH3:19])([CH3:20])[CH3:21])[CH2:28][C:29]1[CH:34]=[CH:33][C:32]([N:35]([C:58](=[O:66])[C:59]([O:61][C:62]([CH3:64])([CH3:65])[CH3:63])=[O:60])[C:36]2[CH:41]=[CH:40][CH:39]=[CH:38][C:37]=2[C:42]([O:44][CH:45]([C:46]2[CH:47]=[CH:48][CH:49]=[CH:50][CH:51]=2)[C:52]2[CH:57]=[CH:56][CH:55]=[CH:54][CH:53]=2)=[O:43])=[C:31]([CH2:67][CH3:68])[CH:30]=1)(=[O:25])[CH3:24], predict the reactants needed to synthesize it. The reactants are: C(O[C:6]([NH:8][CH2:9][CH2:10][CH2:11][CH2:12][C:13]([O:15][CH2:16][CH2:17][Si:18]([CH3:21])([CH3:20])[CH3:19])=[O:14])=[O:7])(C)(C)C.Cl.[C:23]([NH:26][C@H:27](C(O)=O)[CH2:28][C:29]1[CH:34]=[CH:33][C:32]([N:35]([C:58](=[O:66])[C:59]([O:61][C:62]([CH3:65])([CH3:64])[CH3:63])=[O:60])[C:36]2[CH:41]=[CH:40][CH:39]=[CH:38][C:37]=2[C:42]([O:44][CH:45]([C:52]2[CH:57]=[CH:56][CH:55]=[CH:54][CH:53]=2)[C:46]2[CH:51]=[CH:50][CH:49]=[CH:48][CH:47]=2)=[O:43])=[C:31]([CH2:67][CH3:68])[CH:30]=1)(=[O:25])[CH3:24].F[B-](F)(F)F.N1(OC(N(C)C)=[N+](C)C)C2C=CC=CC=2N=N1.C(N(C(C)C)CC)(C)C. (5) Given the product [CH2:30]([O:29][C:27](=[O:28])[NH:15][C:9]1[CH:10]=[C:11]([F:14])[CH:12]=[CH:13][C:8]=1[NH2:7])[CH:31]=[CH2:32], predict the reactants needed to synthesize it. The reactants are: C(OC(=O)[NH:7][C:8]1[CH:13]=[CH:12][C:11]([F:14])=[CH:10][C:9]=1[NH2:15])(C)(C)C.CCN(C(C)C)C(C)C.Cl[C:27]([O:29][CH2:30][CH:31]=[CH2:32])=[O:28]. (6) Given the product [CH2:1]([O:5][C:6]1[N:14]=[C:13]2[C:9]([N:10]=[C:11]([O:24][CH3:25])[N:12]2[CH2:15][CH2:16][CH2:17][NH:18][CH2:19][CH:23]2[CH2:22][CH2:21][CH2:28][CH2:29][O:30]2)=[C:8]([NH2:26])[N:7]=1)[CH2:2][CH2:3][CH3:4], predict the reactants needed to synthesize it. The reactants are: [CH2:1]([O:5][C:6]1[N:14]=[C:13]2[C:9]([N:10]=[C:11]([O:24][CH3:25])[N:12]2[CH2:15][CH2:16][CH2:17][NH:18][C@@H:19]2[CH2:23][CH2:22][CH2:21]O2)=[C:8]([NH2:26])[N:7]=1)[CH2:2][CH2:3][CH3:4].F[C:28](F)(F)[C:29](O)=[O:30].C(OC1NC(N)=C2C(N=1)=NC(OC)=N2)CCC. (7) Given the product [Cl:1][C:2]1[C:3]([C:9]2[CH:14]=[CH:13][CH:12]=[C:11]([NH:15][CH2:16][CH:17]3[CH2:22][O:21][C:20]([CH3:24])([CH3:23])[CH2:19][O:18]3)[N:10]=2)=[CH:4][C:5]([NH2:26])=[N:6][CH:7]=1, predict the reactants needed to synthesize it. The reactants are: [Cl:1][C:2]1[C:3]([C:9]2[CH:14]=[CH:13][CH:12]=[C:11]([NH:15][CH2:16][CH:17]3[CH2:22][O:21][C:20]([CH3:24])([CH3:23])[CH2:19][O:18]3)[N:10]=2)=[CH:4][C:5](F)=[N:6][CH:7]=1.[OH-].[NH4+:26].